This data is from Catalyst prediction with 721,799 reactions and 888 catalyst types from USPTO. The task is: Predict which catalyst facilitates the given reaction. Reactant: [F:1][C:2]([F:29])([F:28])[C:3]1[CH:4]=[C:5]([CH:21]=[C:22]([C:24]([F:27])([F:26])[F:25])[CH:23]=1)[CH2:6][N:7]1[C:11]([C:12]2[CH:17]=[CH:16][CH:15]=[CH:14][CH:13]=2)=[C:10]([C:18](O)=[O:19])[N:9]=[CH:8]1.C1C=CC2N(O)N=NC=2C=1.O.[Cl:41][C:42]1[CH:50]=[CH:49][CH:48]=[C:47]([Cl:51])[C:43]=1[CH2:44][NH:45][CH3:46].CCN(CC)CC.CCN=C=NCCCN(C)C. Product: [Cl:41][C:42]1[CH:50]=[CH:49][CH:48]=[C:47]([Cl:51])[C:43]=1[CH2:44][N:45]([CH3:46])[C:18]([C:10]1[N:9]=[CH:8][N:7]([CH2:6][C:5]2[CH:21]=[C:22]([C:24]([F:25])([F:26])[F:27])[CH:23]=[C:3]([C:2]([F:28])([F:1])[F:29])[CH:4]=2)[C:11]=1[C:12]1[CH:17]=[CH:16][CH:15]=[CH:14][CH:13]=1)=[O:19]. The catalyst class is: 2.